Task: Binary Classification. Given a drug SMILES string, predict its activity (active/inactive) in a high-throughput screening assay against a specified biological target.. Dataset: KCNQ2 potassium channel screen with 302,405 compounds (1) The drug is O=C(N1CCC(CC1)C)NC(Cc1ccccc1)C(O)=O. The result is 0 (inactive). (2) The compound is S(=O)(=O)(NCC(=O)N(CC(=O)NC(C)(C)C)Cc1cc2OCOc2cc1)c1ccc(cc1)C. The result is 0 (inactive).